The task is: Predict the reaction yield, written as a fraction of the theoretical maximum amount of product (1.0 means a 100% yield; for example, 0.34 means a 34% yield).. This data is from Reaction yield outcomes from USPTO patents with 853,638 reactions. The reactants are [C:1]([C:3]1[CH:26]=[CH:25][C:6]([O:7][CH2:8][CH2:9][N:10]2[CH:15]3[CH2:16][CH2:17][CH:11]2[CH2:12][N:13](C(OC(C)(C)C)=O)[CH2:14]3)=[CH:5][CH:4]=1)#[N:2].Cl. The catalyst is C(OCC)(=O)C. The product is [CH:15]12[N:10]([CH2:9][CH2:8][O:7][C:6]3[CH:5]=[CH:4][C:3]([C:1]#[N:2])=[CH:26][CH:25]=3)[CH:11]([CH2:17][CH2:16]1)[CH2:12][NH:13][CH2:14]2. The yield is 0.730.